From a dataset of Forward reaction prediction with 1.9M reactions from USPTO patents (1976-2016). Predict the product of the given reaction. (1) Given the reactants Cl[C:2]1[N:7]=[C:6]([NH:8][C@@H:9]2[CH2:14][CH2:13][CH2:12][CH2:11][C@@H:10]2[NH:15]C(=O)[O-])[CH:5]=[N:4][C:3]=1[C:19]#[N:20].[N:21]1[CH:26]=[CH:25][CH:24]=[N:23][C:22]=1[C:27]1[CH:28]=[C:29]([CH:31]=[C:32]([C:34]2[N:39]=[CH:38][CH:37]=[CH:36][N:35]=2)[CH:33]=1)[NH2:30].C(=O)([O-])[O-:41].[Cs+].[Cs+].C1C=CC(P(C2C(C3C(P(C4C=CC=CC=4)C4C=CC=CC=4)=CC=C4C=3C=CC=C4)=C3C(C=CC=C3)=CC=2)C2C=CC=CC=2)=CC=1.OS(O)(=O)=O, predict the reaction product. The product is: [NH2:15][C@H:10]1[CH2:11][CH2:12][CH2:13][CH2:14][C@H:9]1[NH:8][C:6]1[N:7]=[C:2]([NH:30][C:29]2[CH:28]=[C:27]([C:22]3[N:23]=[CH:24][CH:25]=[CH:26][N:21]=3)[CH:33]=[C:32]([C:34]3[N:35]=[CH:36][CH:37]=[CH:38][N:39]=3)[CH:31]=2)[C:3]([C:19]([NH2:20])=[O:41])=[N:4][CH:5]=1. (2) Given the reactants [C:1]([O:5][C:6]([N:8]1[CH2:13][CH2:12][CH:11]([OH:14])[CH:10]([CH2:15][N:16]=[N+:17]=[N-:18])[CH2:9]1)=[O:7])([CH3:4])([CH3:3])[CH3:2].[H-].[Na+].I[CH3:22], predict the reaction product. The product is: [C:1]([O:5][C:6]([N:8]1[CH2:13][CH2:12][CH:11]([O:14][CH3:22])[CH:10]([CH2:15][N:16]=[N+:17]=[N-:18])[CH2:9]1)=[O:7])([CH3:4])([CH3:2])[CH3:3].